Predict the product of the given reaction. From a dataset of Forward reaction prediction with 1.9M reactions from USPTO patents (1976-2016). (1) Given the reactants [NH2:1][CH:2]1[CH2:11][C:10]2[C:5](=[C:6]([N:12]3[CH2:16][CH2:15][CH2:14][C:13]3=[O:17])[CH:7]=[CH:8][CH:9]=2)[N:4]([CH2:18][C:19]2[CH:24]=[CH:23][CH:22]=[CH:21][CH:20]=2)[C:3]1=[O:25].[C:26]([OH:35])(=[O:34])[C@H:27]([C@@H:29]([C:31]([OH:33])=[O:32])[OH:30])[OH:28], predict the reaction product. The product is: [C:31]([C@H:29]([C@@H:27]([C:26]([OH:35])=[O:34])[OH:28])[OH:30])([OH:33])=[O:32].[NH2:1][CH:2]1[CH2:11][C:10]2[C:5](=[C:6]([N:12]3[CH2:16][CH2:15][CH2:14][C:13]3=[O:17])[CH:7]=[CH:8][CH:9]=2)[N:4]([CH2:18][C:19]2[CH:20]=[CH:21][CH:22]=[CH:23][CH:24]=2)[C:3]1=[O:25]. (2) Given the reactants [CH:1]1[C:14]2[S:13][C:12]3[C:7](=[CH:8][CH:9]=[CH:10][CH:11]=3)[O:6][C:5]=2[CH:4]=[CH:3][CH:2]=1.[CH3:15][O:16][S:17]([O-:20])(=[O:19])=[O:18].[C:21]1([I+]C2C=CC=CC=2)[CH:26]=[CH:25][CH:24]=[CH:23][CH:22]=1, predict the reaction product. The product is: [CH3:15][O:16][S:17]([O-:20])(=[O:19])=[O:18].[C:21]1([S+:13]2[C:14]3[CH:1]=[CH:2][CH:3]=[CH:4][C:5]=3[O:6][C:7]3[C:12]2=[CH:11][CH:10]=[CH:9][CH:8]=3)[CH:26]=[CH:25][CH:24]=[CH:23][CH:22]=1.